Dataset: Reaction yield outcomes from USPTO patents with 853,638 reactions. Task: Predict the reaction yield, written as a fraction of the theoretical maximum amount of product (1.0 means a 100% yield; for example, 0.34 means a 34% yield). (1) The reactants are [Cl:1][C:2]1[CH:3]=[CH:4][C:5]([OH:11])=[C:6]([CH:10]=1)[C:7]([OH:9])=O.[CH3:12][C@H:13]([NH2:20])[C:14]1[CH:19]=[CH:18][CH:17]=[CH:16][CH:15]=1.CCN(C(C)C)C(C)C.CN(C(ON1N=NC2C=CC=CC1=2)=[N+](C)C)C.F[P-](F)(F)(F)(F)F. The catalyst is C(Cl)Cl. The product is [Cl:1][C:2]1[CH:3]=[CH:4][C:5]([OH:11])=[C:6]([CH:10]=1)[C:7]([NH:20][CH:13]([C:14]1[CH:19]=[CH:18][CH:17]=[CH:16][CH:15]=1)[CH3:12])=[O:9]. The yield is 0.390. (2) The reactants are Br[C:2]1[CH:3]=[C:4]([C:8](=[O:10])[CH3:9])[CH:5]=[CH:6][CH:7]=1.[NH:11]1[CH2:15][CH2:14][CH2:13][C:12]1=[O:16]. No catalyst specified. The product is [C:8]([C:4]1[CH:3]=[C:2]([N:11]2[CH2:15][CH2:14][CH2:13][C:12]2=[O:16])[CH:7]=[CH:6][CH:5]=1)(=[O:10])[CH3:9]. The yield is 0.980. (3) The reactants are [N+:1]([C:4]1[NH:8][N:7]=[C:6]([C:9]([OH:11])=[O:10])[CH:5]=1)([O-:3])=[O:2].S(Cl)(Cl)=O.[CH3:16]O. No catalyst specified. The product is [CH3:16][O:10][C:9]([C:6]1[NH:7][N:8]=[C:4]([N+:1]([O-:3])=[O:2])[CH:5]=1)=[O:11]. The yield is 0.893. (4) The reactants are [CH:1]([C:3]1[S:7][C:6]([NH:8][CH2:9][C:10]([OH:12])=O)=[N:5][CH:4]=1)=[O:2].[NH2:13][C@@H:14]([CH3:30])[C:15]([NH:17][C@@H:18]([CH2:22][C:23]1[CH:28]=[CH:27][C:26]([OH:29])=[CH:25][CH:24]=1)[C:19]([NH2:21])=[O:20])=[O:16].C(Cl)CCl.ON1C2N=CC=CC=2N=N1.CN1CCOCC1. The catalyst is CN(C=O)C. The product is [NH2:21][C:19](=[O:20])[C@@H:18]([NH:17][C:15](=[O:16])[C@@H:14]([NH:13][C:10](=[O:12])[CH2:9][NH:8][C:6]1[S:7][C:3]([CH:1]=[O:2])=[CH:4][N:5]=1)[CH3:30])[CH2:22][C:23]1[CH:24]=[CH:25][C:26]([OH:29])=[CH:27][CH:28]=1. The yield is 0.467.